From a dataset of Catalyst prediction with 721,799 reactions and 888 catalyst types from USPTO. Predict which catalyst facilitates the given reaction. (1) Reactant: [O:1]1[C:5]2[CH:6]=[CH:7][C:8]([C:10]#[N:11])=[CH:9][C:4]=2[O:3][CH2:2]1.Cl.[NH2:13][OH:14].C([O-])([O-])=O.[Na+].[Na+]. Product: [OH:14]/[N:13]=[C:10](/[C:8]1[CH:7]=[CH:6][C:5]2[O:1][CH2:2][O:3][C:4]=2[CH:9]=1)\[NH2:11]. The catalyst class is: 8. (2) Reactant: [C:1]([C:5]1[CH:6]=[C:7]([N+:17]([O-:19])=[O:18])[C:8]([O:15][CH3:16])=[C:9]([S:11](Cl)(=[O:13])=[O:12])[CH:10]=1)([CH3:4])([CH3:3])[CH3:2].[NH4+:20].[OH-]. Product: [C:1]([C:5]1[CH:6]=[C:7]([N+:17]([O-:19])=[O:18])[C:8]([O:15][CH3:16])=[C:9]([S:11]([NH2:20])(=[O:13])=[O:12])[CH:10]=1)([CH3:4])([CH3:3])[CH3:2]. The catalyst class is: 95.